This data is from Forward reaction prediction with 1.9M reactions from USPTO patents (1976-2016). The task is: Predict the product of the given reaction. (1) Given the reactants [CH2:1]([B-](F)(F)F)[C:2]1[CH:7]=[CH:6][CH:5]=[CH:4][CH:3]=1.[K+].Br[C:14]1[CH:22]=[CH:21][C:17]([C:18]([OH:20])=[O:19])=[CH:16][CH:15]=1.C(=O)([O-])[O-].[Cs+].[Cs+], predict the reaction product. The product is: [CH2:1]([C:14]1[CH:22]=[CH:21][C:17]([C:18]([OH:20])=[O:19])=[CH:16][CH:15]=1)[C:2]1[CH:7]=[CH:6][CH:5]=[CH:4][CH:3]=1. (2) The product is: [NH2:1][C:2]1[N:7]=[CH:6][N:5]=[C:4]([NH:8][C@H:9]([C:11]2[N:20]([C:21]3[CH:26]=[CH:25][CH:24]=[CH:23][CH:22]=3)[C:19](=[O:27])[C:18]3[C:13](=[CH:14][CH:15]=[CH:16][C:17]=3[C:39]3[CH:38]=[N:37][N:36]([CH3:35])[CH:40]=3)[N:12]=2)[CH3:10])[C:3]=1[C:29]1[O:30][C:31]([CH3:34])=[N:32][N:33]=1. Given the reactants [NH2:1][C:2]1[N:7]=[CH:6][N:5]=[C:4]([NH:8][C@H:9]([C:11]2[N:20]([C:21]3[CH:26]=[CH:25][CH:24]=[CH:23][CH:22]=3)[C:19](=[O:27])[C:18]3[C:13](=[CH:14][CH:15]=[CH:16][C:17]=3Cl)[N:12]=2)[CH3:10])[C:3]=1[C:29]1[O:30][C:31]([CH3:34])=[N:32][N:33]=1.[CH3:35][N:36]1[CH:40]=[C:39](B2OC(C)(C)C(C)(C)O2)[CH:38]=[N:37]1.C([O-])([O-])=O.[Na+].[Na+].C(Cl)Cl, predict the reaction product. (3) Given the reactants [CH3:1][C:2]1([C:7]2[O:11][C:10]([CH2:12][N:13]3[N:17]=[C:16]([NH2:18])[CH:15]=[N:14]3)=[CH:9][CH:8]=2)[O:6]CCO1.[CH3:19][O:20][CH2:21][C:22]1[CH:23]=[C:24]([C:28]2[O:32][CH:31]=[N:30][C:29]=2[C:33](O)=[O:34])[CH:25]=[CH:26][CH:27]=1, predict the reaction product. The product is: [C:2]([C:7]1[O:11][C:10]([CH2:12][N:13]2[N:17]=[C:16]([NH:18][C:33]([C:29]3[N:30]=[CH:31][O:32][C:28]=3[C:24]3[CH:25]=[CH:26][CH:27]=[C:22]([CH2:21][O:20][CH3:19])[CH:23]=3)=[O:34])[CH:15]=[N:14]2)=[CH:9][CH:8]=1)(=[O:6])[CH3:1]. (4) Given the reactants [O:1]=[C:2]1[C:11]2[CH2:10][CH2:9][CH2:8][CH2:7][C:6]=2[C:5]([CH2:12][C:13]2[CH:14]=[C:15]([CH:18]=[CH:19][CH:20]=2)[C:16]#N)=[N:4][NH:3]1.[OH-:21].[Na+].S(=O)(=O)(O)O.[OH2:28], predict the reaction product. The product is: [O:1]=[C:2]1[C:11]2[CH2:10][CH2:9][CH2:8][CH2:7][C:6]=2[C:5]([CH2:12][C:13]2[CH:14]=[C:15]([CH:18]=[CH:19][CH:20]=2)[C:16]([OH:28])=[O:21])=[N:4][NH:3]1. (5) Given the reactants C(OC(N1CC[C@H](O)C1)=O)(C)(C)C.[N+](C1C=CC(S(Cl)(=O)=O)=CC=1)([O-])=O.[N+:27]([C:30]1[CH:35]=[CH:34][C:33]([S:36]([O:39][CH:40]2[CH2:45]C[CH2:43][N:42]([C:46]([O:48][C:49]([CH3:52])([CH3:51])[CH3:50])=[O:47])[CH2:41]2)(=[O:38])=[O:37])=[CH:32][CH:31]=1)([O-:29])=[O:28], predict the reaction product. The product is: [N+:27]([C:30]1[CH:35]=[CH:34][C:33]([S:36]([O:39][C@H:40]2[CH2:45][CH2:43][N:42]([C:46]([O:48][C:49]([CH3:51])([CH3:52])[CH3:50])=[O:47])[CH2:41]2)(=[O:37])=[O:38])=[CH:32][CH:31]=1)([O-:29])=[O:28].